Dataset: CYP2D6 inhibition data for predicting drug metabolism from PubChem BioAssay. Task: Regression/Classification. Given a drug SMILES string, predict its absorption, distribution, metabolism, or excretion properties. Task type varies by dataset: regression for continuous measurements (e.g., permeability, clearance, half-life) or binary classification for categorical outcomes (e.g., BBB penetration, CYP inhibition). Dataset: cyp2d6_veith. (1) The molecule is C/C(=C\c1ccco1)C1C(C#N)=C(N)Oc2n[nH]c(-c3ccccc3)c21. The result is 1 (inhibitor). (2) The compound is O=C(c1csnn1)N1CCC[C@@]2(CCN(c3cccc(-c4ccccc4)c3)C2)C1. The result is 0 (non-inhibitor).